Dataset: Forward reaction prediction with 1.9M reactions from USPTO patents (1976-2016). Task: Predict the product of the given reaction. (1) Given the reactants [CH3:1][C:2]1[N:3]([C:20]([O:22][C:23]([CH3:26])([CH3:25])[CH3:24])=[O:21])[N:4]=[C:5]2[C:14]3[CH:13]=[C:12]4[CH:15]=[CH:16][CH:17]=[CH:18][C:11]4=[CH:10][C:9]=3[NH:8][C:7](=[O:19])[C:6]=12.C(=O)([O-])[O-].[Cs+].[Cs+].[C:33]([O:37][C:38](=[O:44])[NH:39][CH2:40][CH2:41][CH2:42]Br)([CH3:36])([CH3:35])[CH3:34], predict the reaction product. The product is: [C:33]([O:37][C:38]([NH:39][CH2:40][CH2:41][CH2:42][N:8]1[C:9]2[CH:10]=[C:11]3[CH:18]=[CH:17][CH:16]=[CH:15][C:12]3=[CH:13][C:14]=2[C:5]2=[N:4][N:3]([C:20]([O:22][C:23]([CH3:26])([CH3:25])[CH3:24])=[O:21])[C:2]([CH3:1])=[C:6]2[C:7]1=[O:19])=[O:44])([CH3:36])([CH3:35])[CH3:34]. (2) Given the reactants [CH3:1][CH2:2][CH2:3][CH:4]([NH2:8])[CH2:5][CH2:6][CH3:7].Cl[C:10]1[CH:15]=[CH:14][CH:13]=[CH:12][C:11]=1[N:16]=[C:17]=[O:18].C(Cl)[Cl:20], predict the reaction product. The product is: [Cl:20][C:14]1[CH:13]=[CH:12][C:11]([NH:16][C:17]([NH:8][CH:4]([CH2:5][CH2:6][CH3:7])[CH2:3][CH2:2][CH3:1])=[O:18])=[CH:10][CH:15]=1. (3) The product is: [Cl:1][C:2]1[N:3]=[CH:4][C:5]2[NH:10][N:9]=[CH:8][C:6]=2[N:7]=1. Given the reactants [Cl:1][C:2]1[N:3]=[CH:4][C:5]2[N:10](C(=O)C)[N:9]=[CH:8][C:6]=2[N:7]=1.[OH-].[Na+].Cl, predict the reaction product. (4) Given the reactants [C:1]([O-:4])(=[O:3])[CH3:2].[Na+].[S:6]1([C:17]2[C:12](=[CH:13][CH:14]=[CH:15][CH:16]=2)[C:10](=[O:11])[NH:9]1)(=[O:8])=[O:7].[Na].S1(C2C(=CC=CC=2)C(=O)N1)(=O)=O.[OH-].[Na+], predict the reaction product. The product is: [C:1]([O-:4])(=[O:3])[CH3:2].[S:6]1([C:17]2[C:12](=[CH:13][CH:14]=[CH:15][CH:16]=2)[C:10](=[O:11])[NH:9]1)(=[O:7])=[O:8]. (5) Given the reactants Cl[C:2]1[CH:7]=[CH:6][C:5]([N+:8]([O-:10])=[O:9])=[CH:4][N:3]=1.[F:11][C:12]([F:16])([F:15])[CH2:13][NH2:14].C(N(CC)C(C)C)(C)C, predict the reaction product. The product is: [N+:8]([C:5]1[CH:6]=[CH:7][C:2]([NH:14][CH2:13][C:12]([F:16])([F:15])[F:11])=[N:3][CH:4]=1)([O-:10])=[O:9]. (6) Given the reactants CS(Cl)(=O)=O.[CH2:6]([N:13]([CH2:29][CH2:30]O)[C:14]([NH:16][C:17]([C:19]1[CH:20]=[N:21][CH:22]=[CH:23][C:24]=1[C:25]([F:28])([F:27])[F:26])=[O:18])=[O:15])[C:7]1[CH:12]=[CH:11][CH:10]=[CH:9][CH:8]=1.C(N(CC)CC)C, predict the reaction product. The product is: [CH2:6]([N:13]1[CH2:29][CH2:30][N:16]([C:17]([C:19]2[CH:20]=[N:21][CH:22]=[CH:23][C:24]=2[C:25]([F:27])([F:28])[F:26])=[O:18])[C:14]1=[O:15])[C:7]1[CH:12]=[CH:11][CH:10]=[CH:9][CH:8]=1. (7) Given the reactants CC(C)([O-])C.[K+].[N:7]1([C:13]([N:15]2[CH2:20][CH:19]([C:21]3[CH:26]=[CH:25][C:24]([CH2:27][C:28]([F:31])([F:30])[F:29])=[CH:23][CH:22]=3)[CH2:18][CH:17]([C:32]([O:34]C)=[O:33])[CH2:16]2)=[O:14])[CH2:12][CH2:11][S:10][CH2:9][CH2:8]1, predict the reaction product. The product is: [N:7]1([C:13]([N:15]2[CH2:20][CH:19]([C:21]3[CH:22]=[CH:23][C:24]([CH2:27][C:28]([F:30])([F:31])[F:29])=[CH:25][CH:26]=3)[CH2:18][CH:17]([C:32]([OH:34])=[O:33])[CH2:16]2)=[O:14])[CH2:8][CH2:9][S:10][CH2:11][CH2:12]1. (8) Given the reactants Cl.[CH:2]1[C:14]2[NH:13][C:12]3[C:7](=[CH:8][CH:9]=[CH:10][CH:11]=3)[C:6]=2[CH:5]=[CH:4][C:3]=1[O:15][CH2:16][CH2:17][NH:18][CH2:19][CH:20]([C:22]1[CH:23]=[CH:24][C:25]([O:31]CC2C=CC=CC=2)=[C:26]([NH:28][CH:29]=[O:30])[CH:27]=1)[OH:21].CO.C(Cl)(Cl)[Cl:42], predict the reaction product. The product is: [ClH:42].[CH:2]1[C:14]2[NH:13][C:12]3[C:7](=[CH:8][CH:9]=[CH:10][CH:11]=3)[C:6]=2[CH:5]=[CH:4][C:3]=1[O:15][CH2:16][CH2:17][NH:18][CH2:19][CH:20]([C:22]1[CH:23]=[CH:24][C:25]([OH:31])=[C:26]([NH:28][CH:29]=[O:30])[CH:27]=1)[OH:21]. (9) Given the reactants C(OC(=O)[NH:7][C:8]1[CH:13]=[C:12]([N:14]([CH3:16])[CH3:15])[C:11]([Cl:17])=[CH:10][C:9]=1[NH2:18])(C)(C)C.C(O[C:25](=[O:49])[CH2:26][C:27](=O)[C:28]1[CH:33]=[CH:32][CH:31]=[C:30]([C:34]2[S:35][C:36]([CH2:39][CH2:40][O:41]C3CCCCO3)=[N:37][N:38]=2)[CH:29]=1)(C)(C)C.C(O)(C(F)(F)F)=O, predict the reaction product. The product is: [Cl:17][C:11]1[C:12]([N:14]([CH3:16])[CH3:15])=[CH:13][C:8]2[N:7]=[C:27]([C:28]3[CH:33]=[CH:32][CH:31]=[C:30]([C:34]4[S:35][C:36]([CH2:39][CH2:40][OH:41])=[N:37][N:38]=4)[CH:29]=3)[CH2:26][C:25](=[O:49])[NH:18][C:9]=2[CH:10]=1. (10) Given the reactants [NH2:1][CH2:2][CH2:3][OH:4].[C:5](O[C:5]([O:7][C:8]([CH3:11])([CH3:10])[CH3:9])=[O:6])([O:7][C:8]([CH3:11])([CH3:10])[CH3:9])=[O:6].C(=O)([O-])[O-].[K+].[K+], predict the reaction product. The product is: [C:8]([O:7][C:5](=[O:6])[NH:1][CH2:2][CH2:3][OH:4])([CH3:11])([CH3:10])[CH3:9].